Dataset: Forward reaction prediction with 1.9M reactions from USPTO patents (1976-2016). Task: Predict the product of the given reaction. (1) Given the reactants Br[C:2]1[N:3]=[CH:4][C:5]([C:8]([N:10]2[CH2:15][CH2:14][N:13]([C:16]3[C:21]([CH3:22])=[CH:20][C:19]([CH3:23])=[CH:18][N:17]=3)[CH2:12][CH2:11]2)=[O:9])=[N:6][CH:7]=1.[CH3:24][C@@H:25]1[CH2:29][O:28][C:27](=[O:30])[NH:26]1, predict the reaction product. The product is: [CH3:22][C:21]1[C:16]([N:13]2[CH2:14][CH2:15][N:10]([C:8]([C:5]3[N:6]=[CH:7][C:2]([N:26]4[C@H:25]([CH3:24])[CH2:29][O:28][C:27]4=[O:30])=[N:3][CH:4]=3)=[O:9])[CH2:11][CH2:12]2)=[N:17][CH:18]=[C:19]([CH3:23])[CH:20]=1. (2) Given the reactants [Cl:1][C:2]1[CH:7]=[C:6]([C:8]2[N:12]=[CH:11][N:10](/[CH:13]=[CH:14]\[C:15]([NH:17][NH2:18])=[O:16])[N:9]=2)[CH:5]=[C:4]([O:19][CH:20]([CH3:22])[CH3:21])[N:3]=1.[CH3:23]OC(OC)OC.CS(O)(=O)=O.CO.ClCCl, predict the reaction product. The product is: [Cl:1][C:2]1[CH:7]=[C:6]([C:8]2[N:12]=[CH:11][N:10](/[CH:13]=[CH:14]\[C:15]3[O:16][CH:23]=[N:18][N:17]=3)[N:9]=2)[CH:5]=[C:4]([O:19][CH:20]([CH3:22])[CH3:21])[N:3]=1. (3) Given the reactants Cl[C:2]1[N:7]([CH3:8])[C:6](=[O:9])[CH:5]=[C:4]([C:10]2[CH:15]=[CH:14][N:13]=[CH:12][N:11]=2)[N:3]=1.Cl.[O:17]1[CH2:22][CH2:21][NH:20][C@@H:19]2[CH2:23][CH2:24][C:25]3[C:30]([C@H:18]12)=[CH:29][CH:28]=[CH:27][CH:26]=3.C(N(CC)CC)C, predict the reaction product. The product is: [O:17]1[CH2:22][CH2:21][N:20]([C:2]2[N:7]([CH3:8])[C:6](=[O:9])[CH:5]=[C:4]([C:10]3[CH:15]=[CH:14][N:13]=[CH:12][N:11]=3)[N:3]=2)[C@@H:19]2[CH2:23][CH2:24][C:25]3[C:30]([C@H:18]12)=[CH:29][CH:28]=[CH:27][CH:26]=3. (4) Given the reactants [F:1][C:2]1[CH:3]=[C:4]([C@H:9]([CH:14]2[CH2:17][NH:16][CH2:15]2)[C:10]([F:13])([CH3:12])[CH3:11])[CH:5]=[C:6]([F:8])[CH:7]=1.C([O-])([O-])=O.[Cs+].[Cs+].Br[CH:25]([C:34]1[CH:39]=[CH:38][C:37]([Cl:40])=[CH:36][CH:35]=1)[C:26]1[CH:27]=[C:28]([CH:31]=[CH:32][CH:33]=1)[C:29]#[N:30], predict the reaction product. The product is: [Cl:40][C:37]1[CH:36]=[CH:35][C:34]([C@H:25]([N:16]2[CH2:15][CH:14]([C@@H:9]([C:4]3[CH:3]=[C:2]([F:1])[CH:7]=[C:6]([F:8])[CH:5]=3)[C:10]([F:13])([CH3:12])[CH3:11])[CH2:17]2)[C:26]2[CH:27]=[C:28]([CH:31]=[CH:32][CH:33]=2)[C:29]#[N:30])=[CH:39][CH:38]=1.